From a dataset of CYP2D6 inhibition data for predicting drug metabolism from PubChem BioAssay. Regression/Classification. Given a drug SMILES string, predict its absorption, distribution, metabolism, or excretion properties. Task type varies by dataset: regression for continuous measurements (e.g., permeability, clearance, half-life) or binary classification for categorical outcomes (e.g., BBB penetration, CYP inhibition). Dataset: cyp2d6_veith. The drug is O=C(O)C1CC2(C1)CC(C(=O)O)C2. The result is 0 (non-inhibitor).